From a dataset of Catalyst prediction with 721,799 reactions and 888 catalyst types from USPTO. Predict which catalyst facilitates the given reaction. (1) Reactant: [OH:1][C:2]([CH3:7])([CH3:6])[C:3]([OH:5])=[O:4].O1[B:13]([C@@H:14]([NH:19][C:20](=[O:33])[CH2:21][NH:22][C:23](=[O:32])[C:24]2[CH:29]=[C:28]([Cl:30])[CH:27]=[CH:26][C:25]=2[Cl:31])[CH2:15][CH:16]([CH3:18])[CH3:17])O[B:13]([C@@H:14]([NH:19][C:20](=[O:33])[CH2:21][NH:22][C:23](=[O:32])[C:24]2[CH:29]=[C:28]([Cl:30])[CH:27]=[CH:26][C:25]=2[Cl:31])[CH2:15][CH:16]([CH3:18])[CH3:17])O[B:13]1[C@@H:14]([NH:19][C:20](=[O:33])[CH2:21][NH:22][C:23](=[O:32])[C:24]1[CH:29]=[C:28]([Cl:30])[CH:27]=[CH:26][C:25]=1[Cl:31])[CH2:15][CH:16]([CH3:18])[CH3:17]. Product: [Cl:31][C:25]1[CH:26]=[CH:27][C:28]([Cl:30])=[CH:29][C:24]=1[C:23]([NH:22][CH2:21][C:20]([NH:19][C@H:14]([B:13]1[O:1][C:2]([CH3:7])([CH3:6])[C:3](=[O:5])[O:4]1)[CH2:15][CH:16]([CH3:18])[CH3:17])=[O:33])=[O:32]. The catalyst class is: 25. (2) Reactant: [Si:1](Cl)([C:4]([CH3:7])([CH3:6])[CH3:5])([CH3:3])[CH3:2].N1C=CN=C1.[OH:14][CH:15]([CH3:26])[CH2:16][O:17][C:18]1[CH:25]=[CH:24][C:21]([CH:22]=[O:23])=[CH:20][CH:19]=1.C(=O)(O)[O-].[Na+]. Product: [Si:1]([O:14][CH:15]([CH3:26])[CH2:16][O:17][C:18]1[CH:25]=[CH:24][C:21]([CH:22]=[O:23])=[CH:20][CH:19]=1)([C:4]([CH3:7])([CH3:6])[CH3:5])([CH3:3])[CH3:2]. The catalyst class is: 9. (3) Reactant: [Br:1][C:2]1[CH:3]=[N:4][N:5]2[C:10](Cl)=[C:9]([C:12]([N:14]3[CH2:19][CH2:18][CH:17]([C:20]4[CH:25]=[CH:24][CH:23]=[CH:22][CH:21]=4)[CH2:16][CH2:15]3)=[O:13])[CH:8]=[N:7][C:6]=12.[CH2:26]([NH2:33])[C:27]1[CH:32]=[CH:31][CH:30]=[CH:29][CH:28]=1.C(O)(=O)CC(CC(O)=O)(C(O)=O)O.O. Product: [CH2:26]([NH:33][C:10]1[N:5]2[N:4]=[CH:3][C:2]([Br:1])=[C:6]2[N:7]=[CH:8][C:9]=1[C:12]([N:14]1[CH2:19][CH2:18][CH:17]([C:20]2[CH:25]=[CH:24][CH:23]=[CH:22][CH:21]=2)[CH2:16][CH2:15]1)=[O:13])[C:27]1[CH:32]=[CH:31][CH:30]=[CH:29][CH:28]=1. The catalyst class is: 60. (4) Reactant: [CH:1]1([C:4](=[O:31])[CH:5]([NH:17][C:18]([N:20]2[CH2:25][C:24](=[O:26])[NH:23][C:22]3[CH:27]=[CH:28][CH:29]=[N:30][C:21]2=3)=[O:19])[C:6]2[CH:11]=[CH:10][C:9]([O:12][C:13]([F:16])([F:15])[F:14])=[CH:8][CH:7]=2)[CH2:3][CH2:2]1.CO.O1CCCC1.[BH4-].[Na+]. Product: [CH:1]1([CH:4]([OH:31])[CH:5]([NH:17][C:18]([N:20]2[CH2:25][C:24](=[O:26])[NH:23][C:22]3[CH:27]=[CH:28][CH:29]=[N:30][C:21]2=3)=[O:19])[C:6]2[CH:7]=[CH:8][C:9]([O:12][C:13]([F:16])([F:15])[F:14])=[CH:10][CH:11]=2)[CH2:2][CH2:3]1. The catalyst class is: 6. (5) Reactant: [CH2:1]([O:3][C:4]([N:6]1[CH2:11][CH2:10][N:9]([C:12](=[O:48])[C@@H:13]([NH:22][C:23]([C:25]2[CH:29]=[C:28]([O:30][CH2:31][C:32]([O:34]CC3C=CC=CC=3)=[O:33])[N:27]([C:42]3[CH:47]=[CH:46][CH:45]=[CH:44][CH:43]=3)[N:26]=2)=[O:24])[CH2:14][C:15]([O:17][C:18]([CH3:21])([CH3:20])[CH3:19])=[O:16])[CH2:8][CH2:7]1)=[O:5])[CH3:2]. Product: [CH2:1]([O:3][C:4]([N:6]1[CH2:11][CH2:10][N:9]([C:12](=[O:48])[C@@H:13]([NH:22][C:23]([C:25]2[CH:29]=[C:28]([O:30][CH2:31][C:32]([OH:34])=[O:33])[N:27]([C:42]3[CH:47]=[CH:46][CH:45]=[CH:44][CH:43]=3)[N:26]=2)=[O:24])[CH2:14][C:15]([O:17][C:18]([CH3:21])([CH3:20])[CH3:19])=[O:16])[CH2:8][CH2:7]1)=[O:5])[CH3:2]. The catalyst class is: 13.